Task: Regression. Given a peptide amino acid sequence and an MHC pseudo amino acid sequence, predict their binding affinity value. This is MHC class I binding data.. Dataset: Peptide-MHC class I binding affinity with 185,985 pairs from IEDB/IMGT The peptide sequence is SYINRTGTF. The MHC is HLA-A24:03 with pseudo-sequence HLA-A24:03. The binding affinity (normalized) is 0.941.